This data is from Catalyst prediction with 721,799 reactions and 888 catalyst types from USPTO. The task is: Predict which catalyst facilitates the given reaction. (1) Reactant: C([O:3][CH:4](OCC)[C:5]1[O:13][C:12]2[C:11]([C:14]3[CH:19]=[CH:18][CH:17]=[C:16]([O:20][C:21]4[CH:22]=[N:23][CH:24]=[N:25][CH:26]=4)[CH:15]=3)=[CH:10][N:9]=[CH:8][C:7]=2[CH:6]=1)C.Cl.C(=O)(O)[O-].[Na+]. Product: [N:23]1[CH:22]=[C:21]([O:20][C:16]2[CH:15]=[C:14]([C:11]3[C:12]4[O:13][C:5]([CH:4]=[O:3])=[CH:6][C:7]=4[CH:8]=[N:9][CH:10]=3)[CH:19]=[CH:18][CH:17]=2)[CH:26]=[N:25][CH:24]=1. The catalyst class is: 7. (2) Reactant: [Cl:1][C:2]1[C:3]2[NH:10][CH:9]=[CH:8][C:4]=2[N:5]=[CH:6][N:7]=1.C(=O)([O-])[O-].[Cs+].[Cs+].[C:17]([O:25][CH2:26][CH2:27]I)(=[O:24])[C:18]1[CH:23]=[CH:22][CH:21]=[CH:20][CH:19]=1.C(=O)([O-])O.[Na+]. Product: [C:17]([O:25][CH2:26][CH2:27][N:10]1[C:3]2[C:2]([Cl:1])=[N:7][CH:6]=[N:5][C:4]=2[CH:8]=[CH:9]1)(=[O:24])[C:18]1[CH:23]=[CH:22][CH:21]=[CH:20][CH:19]=1. The catalyst class is: 9. (3) Reactant: [CH3:1][C:2]1[CH:7]=[CH:6][C:5](OS(C(F)(F)F)(=O)=O)=[C:4]([N+:16]([O-:18])=[O:17])[CH:3]=1.[F:19][C:20]1[CH:25]=[CH:24][CH:23]=[CH:22][C:21]=1[SH:26].C([O-])([O-])=O.[Na+].[Na+]. Product: [F:19][C:20]1[CH:25]=[CH:24][CH:23]=[CH:22][C:21]=1[S:26][C:5]1[CH:6]=[CH:7][C:2]([CH3:1])=[CH:3][C:4]=1[N+:16]([O-:18])=[O:17]. The catalyst class is: 14.